Dataset: NCI-60 drug combinations with 297,098 pairs across 59 cell lines. Task: Regression. Given two drug SMILES strings and cell line genomic features, predict the synergy score measuring deviation from expected non-interaction effect. (1) Drug 1: C1=CC(=CC=C1CC(C(=O)O)N)N(CCCl)CCCl.Cl. Drug 2: C1CN(P(=O)(OC1)NCCCl)CCCl. Cell line: UACC-257. Synergy scores: CSS=-4.49, Synergy_ZIP=0.863, Synergy_Bliss=-1.03, Synergy_Loewe=-7.29, Synergy_HSA=-5.04. (2) Drug 1: C1=CC=C(C(=C1)C(C2=CC=C(C=C2)Cl)C(Cl)Cl)Cl. Drug 2: CCCCCOC(=O)NC1=NC(=O)N(C=C1F)C2C(C(C(O2)C)O)O. Cell line: HL-60(TB). Synergy scores: CSS=0.216, Synergy_ZIP=-1.99, Synergy_Bliss=-3.48, Synergy_Loewe=-3.86, Synergy_HSA=-4.19.